Dataset: Reaction yield outcomes from USPTO patents with 853,638 reactions. Task: Predict the reaction yield, written as a fraction of the theoretical maximum amount of product (1.0 means a 100% yield; for example, 0.34 means a 34% yield). The reactants are [Cl-].O[NH3+:3].[C:4](=[O:7])([O-])[OH:5].[Na+].CS(C)=O.[Si]([O:20][CH:21]([C:51]1[CH:56]=[CH:55][C:54]([F:57])=[CH:53][CH:52]=1)[CH2:22][N:23]1[C:28](=[O:29])[C:27]([CH2:30][C:31]2[CH:36]=[CH:35][C:34]([C:37]3[C:38]([C:43]#[N:44])=[CH:39][CH:40]=[CH:41][CH:42]=3)=[CH:33][CH:32]=2)=[C:26]([CH2:45][CH2:46][CH3:47])[N:25]2[N:48]=[CH:49][N:50]=[C:24]12)(C(C)(C)C)(C)C. The catalyst is O.C(OCC)(=O)C. The product is [F:57][C:54]1[CH:55]=[CH:56][C:51]([CH:21]([OH:20])[CH2:22][N:23]2[C:28](=[O:29])[C:27]([CH2:30][C:31]3[CH:32]=[CH:33][C:34]([C:37]4[CH:42]=[CH:41][CH:40]=[CH:39][C:38]=4[C:43]4[NH:44][C:4](=[O:7])[O:5][N:3]=4)=[CH:35][CH:36]=3)=[C:26]([CH2:45][CH2:46][CH3:47])[N:25]3[N:48]=[CH:49][N:50]=[C:24]23)=[CH:52][CH:53]=1. The yield is 0.610.